Predict the reactants needed to synthesize the given product. From a dataset of Full USPTO retrosynthesis dataset with 1.9M reactions from patents (1976-2016). (1) Given the product [F:11][C:12]1[CH:41]=[CH:40][C:15]([CH2:16][N:17]2[CH2:21][CH2:20][N:19]([C:22]3[CH:26]=[C:25]([C:27]([NH2:1])=[O:28])[NH:24][N:23]=3)[C:18]2=[O:39])=[CH:14][CH:13]=1, predict the reactants needed to synthesize it. The reactants are: [N:1]1C=CC=CC=1CN.[Cl-].[NH4+].[F:11][C:12]1[CH:41]=[CH:40][C:15]([CH2:16][N:17]2[CH2:21][CH2:20][N:19]([C:22]3[CH:26]=[C:25]([C:27](O)=[O:28])[N:24](CC4C=CC(OC)=CC=4)[N:23]=3)[C:18]2=[O:39])=[CH:14][CH:13]=1. (2) The reactants are: [CH3:1][C:2]1[N:7]2[N:8]=[C:9]([CH:11]3[CH2:13][CH:12]3[C:14](O)=[O:15])[N:10]=[C:6]2[C:5]([CH3:17])=[N:4][CH:3]=1.S(Cl)([Cl:20])=O. Given the product [CH3:1][C:2]1[N:7]2[N:8]=[C:9]([CH:11]3[CH2:13][CH:12]3[C:14]([Cl:20])=[O:15])[N:10]=[C:6]2[C:5]([CH3:17])=[N:4][CH:3]=1, predict the reactants needed to synthesize it. (3) Given the product [CH:15]1([C:14]2[N:13]3[N:18]=[CH:19][C:20]([C:21]([O:23][CH3:24])=[O:22])=[C:12]3[CH:11]=[CH:10][C:9]=2[OH:8])[CH2:16][CH2:17]1, predict the reactants needed to synthesize it. The reactants are: C([O:8][C:9]1[CH:10]=[CH:11][C:12]2[N:13]([N:18]=[CH:19][C:20]=2[C:21]([O:23][CH3:24])=[O:22])[C:14]=1[CH:15]1[CH2:17][CH2:16]1)C1C=CC=CC=1. (4) Given the product [CH3:18][O:19][C:20]1[CH:27]=[CH:26][C:23]([CH2:24][NH:25][C:15]([C:5]2[C:6](=[O:14])[N:7]([C:8]3[CH:9]=[CH:10][CH:11]=[CH:12][CH:13]=3)[C:2]([CH3:1])=[CH:3][CH:4]=2)=[O:17])=[CH:22][CH:21]=1, predict the reactants needed to synthesize it. The reactants are: [CH3:1][C:2]1[N:7]([C:8]2[CH:13]=[CH:12][CH:11]=[CH:10][CH:9]=2)[C:6](=[O:14])[C:5]([C:15]([OH:17])=O)=[CH:4][CH:3]=1.[CH3:18][O:19][C:20]1[CH:27]=[CH:26][C:23]([CH2:24][NH2:25])=[CH:22][CH:21]=1.